Predict the reaction yield, written as a fraction of the theoretical maximum amount of product (1.0 means a 100% yield; for example, 0.34 means a 34% yield). From a dataset of Reaction yield outcomes from USPTO patents with 853,638 reactions. (1) The reactants are C1([S:4]([NH:7][C:8](=[O:14])[O:9][C:10]([CH3:13])([CH3:12])[CH3:11])(=[O:6])=[O:5])CC1.[Li]C[CH2:17][CH2:18][CH3:19].[CH3:20]I. The catalyst is C1COCC1. The product is [S:4](=[N:7][C:8](=[O:14])[O:9][C:10]1([CH3:11])[CH2:12][CH:13]1[C:18]([CH3:17])([CH3:19])[CH3:20])(=[O:5])=[O:6]. The yield is 0.810. (2) The product is [ClH:21].[ClH:21].[CH3:20][C:17]1[CH:18]=[CH:19][C:14]([CH2:13][NH:5][NH2:4])=[CH:15][CH:16]=1. The yield is 0.870. The catalyst is C1COCC1. The reactants are C(=[N:4][N:5]([CH2:13][C:14]1[CH:19]=[CH:18][C:17]([CH3:20])=[CH:16][CH:15]=1)C(OC(C)(C)C)=O)(C)C.[ClH:21]. (3) The reactants are [CH3:1][N:2]1[CH:7]=[CH:6][CH:5]=[C:4]([CH3:8])[C:3]1=[O:9].[Br:10]N1C(=O)CCC1=O.C(OOC(=O)C1C=CC=CC=1)(=O)C1C=CC=CC=1. The catalyst is C(Cl)(Cl)(Cl)Cl. The product is [Br:10][CH2:8][C:4]1[C:3](=[O:9])[N:2]([CH3:1])[CH:7]=[CH:6][CH:5]=1. The yield is 0.320.